This data is from Full USPTO retrosynthesis dataset with 1.9M reactions from patents (1976-2016). The task is: Predict the reactants needed to synthesize the given product. (1) Given the product [F:24][C:25]([F:38])([F:37])[S:26]([O:16][C:5]1[CH:4]=[CH:3][C:2]([F:1])=[C:7]([NH:8][CH2:9][CH:10]2[CH2:15][CH2:14][O:13][CH2:12][CH2:11]2)[N:6]=1)(=[O:28])=[O:27], predict the reactants needed to synthesize it. The reactants are: [F:1][C:2]1[CH:3]=[CH:4][C:5]([OH:16])=[N:6][C:7]=1[NH:8][CH2:9][CH:10]1[CH2:15][CH2:14][O:13][CH2:12][CH2:11]1.C(N(CC)CC)C.[F:24][C:25]([F:38])([F:37])[S:26](O[S:26]([C:25]([F:38])([F:37])[F:24])(=[O:28])=[O:27])(=[O:28])=[O:27]. (2) Given the product [Cl:1][C:2]1[S:6][C:5]([S:7]([NH:10][C:11]2[CH:19]=[CH:18][C:14]([C:15]([O:17][CH2:36][CH2:35][O:28][C:29]3[CH:34]=[CH:33][CH:32]=[CH:31][CH:30]=3)=[O:16])=[C:13]([OH:20])[CH:12]=2)(=[O:8])=[O:9])=[CH:4][C:3]=1[C:21]1[CH:26]=[CH:25][CH:24]=[C:23]([F:27])[CH:22]=1, predict the reactants needed to synthesize it. The reactants are: [Cl:1][C:2]1[S:6][C:5]([S:7]([NH:10][C:11]2[CH:19]=[CH:18][C:14]([C:15]([OH:17])=[O:16])=[C:13]([OH:20])[CH:12]=2)(=[O:9])=[O:8])=[CH:4][C:3]=1[C:21]1[CH:26]=[CH:25][CH:24]=[C:23]([F:27])[CH:22]=1.[O:28]([CH2:35][CH2:36]O)[C:29]1[CH:34]=[CH:33][CH:32]=[CH:31][CH:30]=1. (3) Given the product [C:1]([O:5][C:6](=[O:21])[NH:7][C:8]1[CH:13]=[C:12]([N:14]([CH3:18])[CH2:15][CH2:16][CH3:17])[C:11]([CH3:19])=[CH:10][C:9]=1[NH:20][C:27](=[O:26])[CH2:28][C:29](=[O:49])[C:30]1[CH:35]=[CH:34][CH:33]=[C:32]([N:36]2[C:40]([CH2:41][O:42][CH:43]3[CH2:48][CH2:47][CH2:46][CH2:45][O:44]3)=[CH:39][N:38]=[N:37]2)[CH:31]=1)([CH3:2])([CH3:3])[CH3:4], predict the reactants needed to synthesize it. The reactants are: [C:1]([O:5][C:6](=[O:21])[NH:7][C:8]1[CH:13]=[C:12]([N:14]([CH3:18])[CH2:15][CH2:16][CH3:17])[C:11]([CH3:19])=[CH:10][C:9]=1[NH2:20])([CH3:4])([CH3:3])[CH3:2].C([O:26][C:27](=O)[CH2:28][C:29](=[O:49])[C:30]1[CH:35]=[CH:34][CH:33]=[C:32]([N:36]2[C:40]([CH2:41][O:42][CH:43]3[CH2:48][CH2:47][CH2:46][CH2:45][O:44]3)=[CH:39][N:38]=[N:37]2)[CH:31]=1)(C)(C)C. (4) The reactants are: [F:1][C:2]1[CH:16]=[CH:15][C:5]([CH2:6][S:7]([CH2:9][C:10]([O:12][CH2:13][CH3:14])=[O:11])=[O:8])=[CH:4][CH:3]=1.C1C=C(Cl)C=C(C(OO)=[O:25])C=1. Given the product [F:1][C:2]1[CH:16]=[CH:15][C:5]([CH2:6][S:7]([CH2:9][C:10]([O:12][CH2:13][CH3:14])=[O:11])(=[O:25])=[O:8])=[CH:4][CH:3]=1, predict the reactants needed to synthesize it. (5) Given the product [Br:1][C:2]1[CH:10]=[CH:9][C:5]([C:6]([OH:8])=[O:7])=[CH:4][C:3]=1[S:11]([N:15]1[CH2:20][CH2:19][O:18][CH2:17][CH2:16]1)(=[O:13])=[O:12], predict the reactants needed to synthesize it. The reactants are: [Br:1][C:2]1[CH:10]=[CH:9][C:5]([C:6]([OH:8])=[O:7])=[CH:4][C:3]=1[S:11](Cl)(=[O:13])=[O:12].[NH:15]1[CH2:20][CH2:19][O:18][CH2:17][CH2:16]1.